Dataset: Forward reaction prediction with 1.9M reactions from USPTO patents (1976-2016). Task: Predict the product of the given reaction. (1) Given the reactants Br[CH2:2][C:3]1[C:4]([F:15])=[CH:5][CH:6]=[C:7]2[C:12]=1[N:11]=[C:10]([O:13][CH3:14])[CH:9]=[CH:8]2.[C-:16]#[N:17].[K+], predict the reaction product. The product is: [F:15][C:4]1[C:3]([CH2:2][C:16]#[N:17])=[C:12]2[C:7]([CH:8]=[CH:9][C:10]([O:13][CH3:14])=[N:11]2)=[CH:6][CH:5]=1. (2) Given the reactants Cl[C:2]1[CH:7]=[C:6]([O:8][C:9]2[CH:10]=[N:11][C:12]([N+:15]([O-:17])=[O:16])=[CH:13][CH:14]=2)[CH:5]=[CH:4][N:3]=1.C([O-])([O-])=O.[K+].[K+].[F:24][C:25]([F:36])([F:35])[C:26]1[CH:31]=[C:30](B(O)O)[CH:29]=[CH:28][N:27]=1, predict the reaction product. The product is: [N+:15]([C:12]1[N:11]=[CH:10][C:9]([O:8][C:6]2[CH:5]=[CH:4][N:3]=[C:2]([C:30]3[CH:29]=[CH:28][N:27]=[C:26]([C:25]([F:36])([F:35])[F:24])[CH:31]=3)[CH:7]=2)=[CH:14][CH:13]=1)([O-:17])=[O:16]. (3) Given the reactants [C:1]([C@H:4]1[NH:14][C:13](=[O:15])[C@H:12]([CH2:16][C:17]([F:20])([CH3:19])[CH3:18])[NH:11][C@@:10]([C:25]2[CH:30]=[CH:29][C:28]([Br:31])=[CH:27][CH:26]=2)([C:21]([F:24])([F:23])[F:22])[C:9]#[C:8][CH2:7][S:6][CH2:5]1)(=[O:3])[CH3:2].ClC1C=C(C=CC=1)C(OO)=O.[OH-:43].[Ca+2].[OH-:45], predict the reaction product. The product is: [C:1]([C@H:4]1[NH:14][C:13](=[O:15])[C@H:12]([CH2:16][C:17]([F:20])([CH3:19])[CH3:18])[NH:11][C@@:10]([C:25]2[CH:30]=[CH:29][C:28]([Br:31])=[CH:27][CH:26]=2)([C:21]([F:22])([F:24])[F:23])[C:9]#[C:8][CH2:7][S:6](=[O:45])(=[O:43])[CH2:5]1)(=[O:3])[CH3:2]. (4) Given the reactants [N:1]1[C:10]2[C:5](=[CH:6][CH:7]=[CH:8][C:9]=2[C:11]2[CH:12]=[C:13]([CH:18]=[CH:19][CH:20]=2)[C:14]([O:16]C)=[O:15])[CH:4]=[CH:3][CH:2]=1.[OH-].[Na+], predict the reaction product. The product is: [N:1]1[C:10]2[C:5](=[CH:6][CH:7]=[CH:8][C:9]=2[C:11]2[CH:12]=[C:13]([CH:18]=[CH:19][CH:20]=2)[C:14]([OH:16])=[O:15])[CH:4]=[CH:3][CH:2]=1. (5) Given the reactants [Cl-].[NH4+].[C:3]([O:7][C:8](=[O:28])[NH:9][CH2:10][C:11]1[CH:16]=[C:15]([O:17][C:18]2[CH:23]=[CH:22][CH:21]=[CH:20][C:19]=2[F:24])[CH:14]=[CH:13][C:12]=1[N+:25]([O-])=O)([CH3:6])([CH3:5])[CH3:4].C(O)C, predict the reaction product. The product is: [C:3]([O:7][C:8](=[O:28])[NH:9][CH2:10][C:11]1[CH:16]=[C:15]([O:17][C:18]2[CH:23]=[CH:22][CH:21]=[CH:20][C:19]=2[F:24])[CH:14]=[CH:13][C:12]=1[NH2:25])([CH3:6])([CH3:4])[CH3:5]. (6) The product is: [CH:4]12[CH2:7][CH2:8][CH:1]([CH2:6][CH2:5]1)[C:2](=[O:9])[C:3]2=[O:12]. Given the reactants [CH:1]12[CH2:8][CH2:7][CH:4]([CH2:5][CH2:6]1)[CH2:3][C:2]2=[O:9].C(O)(=[O:12])C, predict the reaction product. (7) The product is: [CH2:3]([O:2][P:1]([CH2:23][CH:24]([CH2:35][CH2:36][C:37]([O:39][CH2:40][C:41]1[CH:42]=[CH:43][CH:44]=[CH:45][CH:46]=1)=[O:38])[C:25]([O:27][CH2:28][C:29]1[CH:34]=[CH:33][CH:32]=[CH:31][CH:30]=1)=[O:26])([O:10][CH2:11][C:12]1[CH:17]=[CH:16][CH:15]=[CH:14][CH:13]=1)=[O:18])[C:4]1[CH:9]=[CH:8][CH:7]=[CH:6][CH:5]=1. Given the reactants [P:1]([O-:18])([O:10][CH2:11][C:12]1[CH:17]=[CH:16][CH:15]=[CH:14][CH:13]=1)[O:2][CH2:3][C:4]1[CH:9]=[CH:8][CH:7]=[CH:6][CH:5]=1.C[Al](C)C.[CH2:23]=[C:24]([CH2:35][CH2:36][C:37]([O:39][CH2:40][C:41]1[CH:46]=[CH:45][CH:44]=[CH:43][CH:42]=1)=[O:38])[C:25]([O:27][CH2:28][C:29]1[CH:34]=[CH:33][CH:32]=[CH:31][CH:30]=1)=[O:26], predict the reaction product. (8) Given the reactants [Cl:1][C:2]1[CH:3]=[N+:4]([O-:32])[CH:5]=[C:6]([Cl:31])[C:7]=1[CH2:8][C@@H:9]([C:21]1[CH:26]=[CH:25][C:24]([O:27][CH3:28])=[C:23]([O:29][CH3:30])[CH:22]=1)[O:10][C:11](=[O:20])[C:12]1[CH:17]=[CH:16][C:15]([CH:18]=[O:19])=[CH:14][CH:13]=1.NC1N=NC=CC=1.C(O)(=O)C.[BH-](OC(C)=O)(OC(C)=O)OC(C)=O.[Na+], predict the reaction product. The product is: [Cl:31][C:6]1[CH:5]=[N+:4]([O-:32])[CH:3]=[C:2]([Cl:1])[C:7]=1[CH2:8][C@@H:9]([C:21]1[CH:26]=[CH:25][C:24]([O:27][CH3:28])=[C:23]([O:29][CH3:30])[CH:22]=1)[O:10][C:11](=[O:20])[C:12]1[CH:13]=[CH:14][C:15]([CH2:18][OH:19])=[CH:16][CH:17]=1. (9) Given the reactants [Cl:1][C:2]1[N:10]=[C:9]2[C:5]([NH:6][CH:7]=[N:8]2)=[C:4](Cl)[N:3]=1.[CH3:12][CH:13]1[CH2:21][C:20]2[C:15](=[CH:16][CH:17]=[CH:18][CH:19]=2)[NH:14]1, predict the reaction product. The product is: [CH3:12][C:13]1[N:14]([C:4]2[N:3]=[C:2]([Cl:1])[N:10]=[C:9]3[C:5]=2[N:6]=[CH:7][NH:8]3)[C:15]2[C:20]([CH:21]=1)=[CH:19][CH:18]=[CH:17][CH:16]=2.